Predict the reaction yield, written as a fraction of the theoretical maximum amount of product (1.0 means a 100% yield; for example, 0.34 means a 34% yield). From a dataset of Reaction yield outcomes from USPTO patents with 853,638 reactions. (1) The reactants are [C:1]([C:3]1([NH:6][C:7]([C@@H:9]2[CH2:14][CH2:13][CH2:12][CH2:11][C@H:10]2[C:15]([N:17]2[CH2:30][CH2:29][C:20]3[NH:21][C:22]4[C:23]([OH:28])=[CH:24][CH:25]=[CH:26][C:27]=4[C:19]=3[CH2:18]2)=[O:16])=[O:8])[CH2:5][CH2:4]1)#[N:2].Br[CH2:32][CH2:33][CH3:34].C(=O)([O-])[O-].[K+].[K+]. The catalyst is CC(C)=O. The product is [C:1]([C:3]1([NH:6][C:7]([C@@H:9]2[CH2:14][CH2:13][CH2:12][CH2:11][C@H:10]2[C:15]([N:17]2[CH2:30][CH2:29][C:20]3[NH:21][C:22]4[C:23]([O:28][CH2:32][CH2:33][CH3:34])=[CH:24][CH:25]=[CH:26][C:27]=4[C:19]=3[CH2:18]2)=[O:16])=[O:8])[CH2:5][CH2:4]1)#[N:2]. The yield is 0.600. (2) The reactants are [C:1]1([S:7]([N:10]2[C:14]3[N:15]=[CH:16][CH:17]=[C:18]([C:19]#[N:20])[C:13]=3[CH:12]=[C:11]2I)(=[O:9])=[O:8])[CH:6]=[CH:5][CH:4]=[CH:3][CH:2]=1.C([Sn](CCCC)(CCCC)[C:27]1[CH:28]=[N:29][CH:30]=[CH:31][CH:32]=1)CCC. The catalyst is Cl[Pd](Cl)([P](C1C=CC=CC=1)(C1C=CC=CC=1)C1C=CC=CC=1)[P](C1C=CC=CC=1)(C1C=CC=CC=1)C1C=CC=CC=1.CN(C=O)C. The product is [C:1]1([S:7]([N:10]2[C:14]3[N:15]=[CH:16][CH:17]=[C:18]([C:19]#[N:20])[C:13]=3[CH:12]=[C:11]2[C:27]2[CH:28]=[N:29][CH:30]=[CH:31][CH:32]=2)(=[O:9])=[O:8])[CH:6]=[CH:5][CH:4]=[CH:3][CH:2]=1. The yield is 0.610. (3) The reactants are O=C1C2C(=CC=CC=2)C(=O)[N:3]1[CH2:12][CH2:13][N:14]1[C:18]([CH3:19])=[C:17]([C:20]([NH:22][C:23]2[CH:28]=[CH:27][C:26]([O:29][C:30]3[C:39]4[C:34](=[CH:35][C:36]([O:40][CH3:41])=[CH:37][CH:38]=4)[N:33]=[CH:32][CH:31]=3)=[C:25]([F:42])[CH:24]=2)=[O:21])[C:16](=[O:43])[N:15]1[C:44]1[CH:49]=[CH:48][CH:47]=[CH:46][CH:45]=1.O.CCO.NN.C([O-])(O)=O.[Na+]. The catalyst is CCOC(C)=O. The product is [NH2:3][CH2:12][CH2:13][N:14]1[C:18]([CH3:19])=[C:17]([C:20]([NH:22][C:23]2[CH:28]=[CH:27][C:26]([O:29][C:30]3[C:39]4[C:34](=[CH:35][C:36]([O:40][CH3:41])=[CH:37][CH:38]=4)[N:33]=[CH:32][CH:31]=3)=[C:25]([F:42])[CH:24]=2)=[O:21])[C:16](=[O:43])[N:15]1[C:44]1[CH:45]=[CH:46][CH:47]=[CH:48][CH:49]=1. The yield is 0.810. (4) The reactants are [CH2:1]([N:3]1[CH2:8][CH2:7][N:6]([C:9]([C@:11]23[CH2:40][CH2:39][C@@H:38]([C:41]([CH3:43])=[CH2:42])[C@@H:12]2[C@@H:13]2[C@@:26]([CH3:29])([CH2:27][CH2:28]3)[C@@:25]3([CH3:30])[C@@H:16]([C@@:17]4([CH3:37])[C@H:22]([CH2:23][CH2:24]3)[C:21]([CH3:32])([CH3:31])[C@H:20](CC([O-])=O)[CH2:19][CH2:18]4)[CH2:15][CH2:14]2)=[O:10])[CH2:5][CH2:4]1)[CH3:2].C(=O)([O-])[O-:45].[K+].[K+]. The catalyst is C1COCC1.CO.ClCCl. The product is [CH2:1]([N:3]1[CH2:8][CH2:7][N:6]([C:9]([C@:11]23[CH2:40][CH2:39][C@@H:38]([C:41]([CH3:43])=[CH2:42])[C@@H:12]2[C@@H:13]2[C@@:26]([CH3:29])([CH2:27][CH2:28]3)[C@@:25]3([CH3:30])[C@@H:16]([C@:17]4([CH3:37])[C@@H:22]([CH2:23][CH2:24]3)[C:21]([CH3:32])([CH3:31])[C@@H:20]([OH:45])[CH2:19][CH2:18]4)[CH2:15][CH2:14]2)=[O:10])[CH2:5][CH2:4]1)[CH3:2]. The yield is 0.650. (5) The reactants are [C:1]1([C:7]([C:9]2[CH:14]=[CH:13][CH:12]=[CH:11][CH:10]=2)=[CH2:8])[CH:6]=[CH:5][CH:4]=[CH:3][CH:2]=1.[Br:15]Br. The catalyst is C1CCCCC1. The product is [C:1]1([C:7]([C:9]2[CH:10]=[CH:11][CH:12]=[CH:13][CH:14]=2)=[CH:8][Br:15])[CH:6]=[CH:5][CH:4]=[CH:3][CH:2]=1. The yield is 0.860.